This data is from Reaction yield outcomes from USPTO patents with 853,638 reactions. The task is: Predict the reaction yield, written as a fraction of the theoretical maximum amount of product (1.0 means a 100% yield; for example, 0.34 means a 34% yield). (1) The reactants are [CH2:1]([N:3]1[C:7]([NH2:8])=[CH:6][CH:5]=[N:4]1)[CH3:2].[CH2:9]([O:11][C:12](=[O:23])[C:13](=[CH:19]OCC)[C:14]([O:16][CH2:17][CH3:18])=[O:15])[CH3:10]. No catalyst specified. The product is [CH2:9]([O:11][C:12](=[O:23])[C:13](=[CH:19][NH:8][C:7]1[N:3]([CH2:1][CH3:2])[N:4]=[CH:5][CH:6]=1)[C:14]([O:16][CH2:17][CH3:18])=[O:15])[CH3:10]. The yield is 0.860. (2) The reactants are [CH:1]1([C:6]2[CH:7]=[C:8]([CH:11]=[CH:12][CH:13]=2)[CH:9]=O)[CH2:5][CH2:4][CH2:3][CH2:2]1.[O:14]([C:21]1[CH:22]=[C:23]([CH:25]=[CH:26][CH:27]=1)[NH2:24])[C:15]1[CH:20]=[CH:19][CH:18]=[CH:17][CH:16]=1.[BH-](OC(C)=O)(OC(C)=O)OC(C)=O.[Na+].C(O)(=O)C. The catalyst is O.ClCCCl. The product is [O:14]([C:21]1[CH:22]=[C:23]([NH:24][CH2:9][C:8]2[CH:11]=[CH:12][CH:13]=[C:6]([CH:1]3[CH2:5][CH2:4][CH2:3][CH2:2]3)[CH:7]=2)[CH:25]=[CH:26][CH:27]=1)[C:15]1[CH:16]=[CH:17][CH:18]=[CH:19][CH:20]=1. The yield is 0.220. (3) The reactants are [C:1]([O:4][CH2:5][C@@H:6]1[C@@H:11]([O:12][C:13](=[O:15])[CH3:14])[C@H:10](OC(=O)C)[CH:9]=[CH:8][O:7]1)(=[O:3])[CH3:2].[C:20]([Si:24]([CH3:36])([CH3:35])[O:25][C:26]1[CH:27]=[C:28](B(O)O)[CH:29]=[CH:30][CH:31]=1)([CH3:23])([CH3:22])[CH3:21]. The catalyst is C(#N)C.C(Cl)Cl.CC([O-])=O.CC([O-])=O.[Pd+2]. The product is [C:1]([O:4][CH2:5][C@@H:6]1[C@@H:11]([O:12][C:13](=[O:15])[CH3:14])[CH:10]=[CH:9][C@@H:8]([C:28]2[CH:29]=[CH:30][CH:31]=[C:26]([O:25][Si:24]([C:20]([CH3:23])([CH3:22])[CH3:21])([CH3:35])[CH3:36])[CH:27]=2)[O:7]1)(=[O:3])[CH3:2]. The yield is 0.470. (4) The reactants are [BH4-].[Li+].[CH2:3]([N:10]([CH2:18][C:19]1[CH:24]=[CH:23][CH:22]=[CH:21][CH:20]=1)[CH2:11][C@@H:12]([F:17])[C:13](OC)=[O:14])[C:4]1[CH:9]=[CH:8][CH:7]=[CH:6][CH:5]=1. The catalyst is C1COCC1. The product is [CH2:18]([N:10]([CH2:3][C:4]1[CH:5]=[CH:6][CH:7]=[CH:8][CH:9]=1)[CH2:11][C@@H:12]([F:17])[CH2:13][OH:14])[C:19]1[CH:20]=[CH:21][CH:22]=[CH:23][CH:24]=1. The yield is 0.930. (5) The reactants are [CH3:1][O:2][C:3]1[C:4]([NH:14][C:15](=[O:19])OCC)=[N:5][C:6]2[C:11]([N:12]=1)=[CH:10][C:9]([CH3:13])=[CH:8][CH:7]=2.[CH3:20][O:21][C:22]1[CH:23]=[C:24]([N:30]2[CH2:35][CH2:34][NH:33][CH2:32][CH2:31]2)[CH:25]=[C:26]([O:28][CH3:29])[CH:27]=1. No catalyst specified. The product is [CH3:1][O:2][C:3]1[C:4]([NH:14][C:15]([N:33]2[CH2:32][CH2:31][N:30]([C:24]3[CH:23]=[C:22]([O:21][CH3:20])[CH:27]=[C:26]([O:28][CH3:29])[CH:25]=3)[CH2:35][CH2:34]2)=[O:19])=[N:5][C:6]2[C:11]([N:12]=1)=[CH:10][C:9]([CH3:13])=[CH:8][CH:7]=2. The yield is 0.880. (6) The reactants are [NH2:1][C:2]1[CH:3]=[C:4]([C:8]2[C:16]3[C:11](=[CH:12][CH:13]=[C:14]([C:17]([NH2:19])=[O:18])[CH:15]=3)[N:10](C3CCCCO3)[N:9]=2)[CH:5]=[CH:6][CH:7]=1.[CH3:26][O:27][C:28]1[CH:33]=[CH:32][C:31]([CH2:34][C:35](O)=[O:36])=[CH:30][CH:29]=1.CCN=C=NCCCN(C)C. No catalyst specified. The product is [CH3:26][O:27][C:28]1[CH:33]=[CH:32][C:31]([CH2:34][C:35]([NH:1][C:2]2[CH:3]=[C:4]([C:8]3[C:16]4[C:11](=[CH:12][CH:13]=[C:14]([C:17]([NH2:19])=[O:18])[CH:15]=4)[NH:10][N:9]=3)[CH:5]=[CH:6][CH:7]=2)=[O:36])=[CH:30][CH:29]=1. The yield is 0.110. (7) The reactants are CS(C)=O.C(Cl)(=O)C(Cl)=O.[OH:11][C@H:12]1[CH2:16][N:15]([C:17]([O:19][CH2:20][CH2:21][Si:22]([CH3:25])([CH3:24])[CH3:23])=[O:18])[C@H:14]([C:26]([O:28][CH3:29])=[O:27])[CH2:13]1.CCN(C(C)C)C(C)C. The catalyst is C(Cl)Cl. The product is [O:11]=[C:12]1[CH2:16][N:15]([C:17]([O:19][CH2:20][CH2:21][Si:22]([CH3:24])([CH3:25])[CH3:23])=[O:18])[C@H:14]([C:26]([O:28][CH3:29])=[O:27])[CH2:13]1. The yield is 0.760.